From a dataset of Full USPTO retrosynthesis dataset with 1.9M reactions from patents (1976-2016). Predict the reactants needed to synthesize the given product. (1) Given the product [Cl:39][C:36]1[CH:37]=[CH:38][C:33]([C@@H:13]2[N:14]([C@@H:24]([C:26]3[CH:31]=[CH:30][C:29]([Cl:32])=[CH:28][CH:27]=3)[CH3:25])[C:15](=[O:23])[C:16]3[CH:21]=[C:20]([I:22])[CH:19]=[CH:18][C:17]=3[N:11]([CH2:10][CH2:9][CH2:8][CH2:7][C:6]([OH:42])=[O:5])[C:12]2=[O:41])=[C:34]([OH:40])[CH:35]=1, predict the reactants needed to synthesize it. The reactants are: C([O:5][C:6](=[O:42])[CH2:7][CH2:8][CH2:9][CH2:10][N:11]1[C:17]2[CH:18]=[CH:19][C:20]([I:22])=[CH:21][C:16]=2[C:15](=[O:23])[N:14]([C@@H:24]([C:26]2[CH:31]=[CH:30][C:29]([Cl:32])=[CH:28][CH:27]=2)[CH3:25])[C@@H:13]([C:33]2[CH:38]=[CH:37][C:36]([Cl:39])=[CH:35][C:34]=2[OH:40])[C:12]1=[O:41])(C)(C)C.ClC1C=CC([C@@H]2N([C@@H](C3C=CC(Cl)=CC=3)C)C(=O)C3C=CC=CC=3N(CCCCC(O)=O)C2=O)=C(O)C=1. (2) Given the product [C:32]([O:36][C:37](=[O:49])[CH2:38][O:39][C:40]1[CH:45]=[CH:44][C:43]([Cl:46])=[CH:42][C:41]=1[C:47]#[C:48][C:51]1[CH:65]=[CH:64][C:54]2[C:55]([OH:62])([CH3:63])[C:56]([CH3:61])([CH3:60])[S:57](=[O:58])(=[O:59])[C:53]=2[CH:52]=1)([CH3:35])([CH3:34])[CH3:33], predict the reactants needed to synthesize it. The reactants are: C(OC(=O)COC1C=CC(Cl)=CC=1C#CC1C=C(S(CCC)(=O)=O)C=CC=1F)(C)(C)C.[C:32]([O:36][C:37](=[O:49])[CH2:38][O:39][C:40]1[CH:45]=[CH:44][C:43]([Cl:46])=[CH:42][C:41]=1[C:47]#[CH:48])([CH3:35])([CH3:34])[CH3:33].Br[C:51]1[CH:65]=[CH:64][C:54]2[C:55]([CH3:63])([OH:62])[C:56]([CH3:61])([CH3:60])[S:57](=[O:59])(=[O:58])[C:53]=2[CH:52]=1. (3) Given the product [Br:1][C:2]1[CH:3]=[C:4]([N:8]2[C:12]3=[N:13][CH:14]=[C:15]([O:17][CH3:18])[CH:16]=[C:11]3[C:10]([C:19]([NH2:25])=[O:21])=[N:9]2)[CH:5]=[CH:6][CH:7]=1, predict the reactants needed to synthesize it. The reactants are: [Br:1][C:2]1[CH:3]=[C:4]([N:8]2[C:12]3=[N:13][CH:14]=[C:15]([O:17][CH3:18])[CH:16]=[C:11]3[C:10]([C:19]([O:21]C)=O)=[N:9]2)[CH:5]=[CH:6][CH:7]=1.C([NH2:25])=O.C[O-].[Na+]. (4) Given the product [C:29]([O:28][C:26]([NH:1][C:2]1[C:7]([Br:8])=[CH:6][C:5]([Br:9])=[CH:4][C:3]=1[CH2:10][NH:11][CH:12]1[CH2:17][CH2:16][CH:15]([OH:18])[CH2:14][CH2:13]1)=[O:27])([CH3:32])([CH3:31])[CH3:30], predict the reactants needed to synthesize it. The reactants are: [NH2:1][C:2]1[C:7]([Br:8])=[CH:6][C:5]([Br:9])=[CH:4][C:3]=1[CH2:10][NH:11][CH:12]1[CH2:17][CH2:16][CH:15]([OH:18])[CH2:14][CH2:13]1.C(N(CC)CC)C.[C:26](O[C:26]([O:28][C:29]([CH3:32])([CH3:31])[CH3:30])=[O:27])([O:28][C:29]([CH3:32])([CH3:31])[CH3:30])=[O:27].